Dataset: Forward reaction prediction with 1.9M reactions from USPTO patents (1976-2016). Task: Predict the product of the given reaction. (1) Given the reactants CS([C:4]1[N:9]=[C:8]([N:10]2[CH2:15][CH2:14][O:13][C:12]3[CH:16]=[N:17][C:18]([C:20]4[CH:25]=[CH:24][CH:23]=[CH:22][CH:21]=4)=[N:19][C:11]2=3)[CH:7]=[CH:6][N:5]=1)=O.[NH2:26][CH:27]1[CH2:32][CH2:31][N:30]([C:33]([O:35][C:36]([CH3:39])([CH3:38])[CH3:37])=[O:34])[CH2:29][CH2:28]1.O, predict the reaction product. The product is: [C:36]([O:35][C:33]([N:30]1[CH2:31][CH2:32][CH:27]([NH:26][C:4]2[N:9]=[C:8]([N:10]3[CH2:15][CH2:14][O:13][C:12]4[CH:16]=[N:17][C:18]([C:20]5[CH:25]=[CH:24][CH:23]=[CH:22][CH:21]=5)=[N:19][C:11]3=4)[CH:7]=[CH:6][N:5]=2)[CH2:28][CH2:29]1)=[O:34])([CH3:39])([CH3:37])[CH3:38]. (2) Given the reactants [N+:1]([C:4]1[CH:11]=[CH:10][C:7]([CH2:8]O)=[CH:6][C:5]=1[O:12][CH3:13])([O-:3])=[O:2].C1(P(C2C=CC=CC=2)C2C=CC=CC=2)C=CC=CC=1.[C:33]1(=[O:43])[NH:37][C:36](=[O:38])[C:35]2=[CH:39][CH:40]=[CH:41][CH:42]=[C:34]12, predict the reaction product. The product is: [CH3:13][O:12][C:5]1[CH:6]=[C:7]([CH:10]=[CH:11][C:4]=1[N+:1]([O-:3])=[O:2])[CH2:8][N:37]1[C:33](=[O:43])[C:34]2[C:35](=[CH:39][CH:40]=[CH:41][CH:42]=2)[C:36]1=[O:38]. (3) Given the reactants Cl.FC1C=C(C=CC=1)CN1C=C(C2C3C(=NC=C(C4C=CC(C5CCNCC5)=CC=4)C=3)N(S(C3C=CC(C)=CC=3)(=O)=O)C=2)C=N1.[F:46][C:47]1[CH:48]=[C:49]([CH:97]=[CH:98][CH:99]=1)[CH2:50][N:51]1[C:55]([CH3:56])=[C:54]([C:57]2[C:65]3[C:60](=[N:61][CH:62]=[C:63]([C:66]4[CH:67]=[C:68]([NH:72][CH:73]5[CH2:78][CH2:77][N:76]([C:79]([O:81][C:82]([CH3:85])([CH3:84])[CH3:83])=[O:80])[CH2:75][CH2:74]5)[CH:69]=[CH:70][CH:71]=4)[CH:64]=3)[N:59](S(C3C=CC(C)=CC=3)(=O)=O)[CH:58]=2)[C:53]([CH3:96])=[N:52]1.[OH-].[Li+], predict the reaction product. The product is: [F:46][C:47]1[CH:48]=[C:49]([CH:97]=[CH:98][CH:99]=1)[CH2:50][N:51]1[C:55]([CH3:56])=[C:54]([C:57]2[C:65]3[C:60](=[N:61][CH:62]=[C:63]([C:66]4[CH:67]=[C:68]([NH:72][CH:73]5[CH2:78][CH2:77][N:76]([C:79]([O:81][C:82]([CH3:83])([CH3:84])[CH3:85])=[O:80])[CH2:75][CH2:74]5)[CH:69]=[CH:70][CH:71]=4)[CH:64]=3)[NH:59][CH:58]=2)[C:53]([CH3:96])=[N:52]1. (4) Given the reactants [CH3:1][O:2][C:3]1[CH:4]=[C:5]2[C:10](=[CH:11][CH:12]=1)[CH:9]=[C:8]([CH:13]([CH3:17])[C:14]([OH:16])=[O:15])[CH:7]=[CH:6]2.[CH3:18][N:19]([CH3:33])[CH2:20][CH:21]([CH3:32])[CH:22]([C:25]1[CH:26]=[C:27]([OH:31])[CH:28]=[CH:29][CH:30]=1)[CH2:23][CH3:24], predict the reaction product. The product is: [CH3:1][O:2][C:3]1[CH:4]=[C:5]2[C:10](=[CH:11][CH:12]=1)[CH:9]=[C:8]([CH:13]([CH3:17])[C:14]([O-:16])=[O:15])[CH:7]=[CH:6]2.[OH:31][C:27]1[CH:26]=[C:25]([CH:22]([CH2:23][CH3:24])[CH:21]([CH3:32])[CH2:20][NH+:19]([CH3:33])[CH3:18])[CH:30]=[CH:29][CH:28]=1. (5) Given the reactants [F:1][C:2]1[CH:7]=[CH:6][C:5]([C:8](=[O:20])[NH:9][CH:10]2[CH2:18][C:17]3[C:12](=[CH:13][CH:14]=[CH:15][CH:16]=3)[CH:11]2[OH:19])=[CH:4][C:3]=1[NH:21][C:22]([C:24]1[N:28]2[CH:29]=[CH:30][C:31](Br)=[CH:32][C:27]2=[N:26][CH:25]=1)=[O:23].CC1(C)C(C)(C)OB([N:42]2[CH:46]=[CH:45][CH:44]=[N:43]2)O1.[C:48](=O)([O-])[O-].[Cs+].[Cs+].C(Cl)Cl, predict the reaction product. The product is: [F:1][C:2]1[CH:7]=[CH:6][C:5]([C:8](=[O:20])[NH:9][CH:10]2[CH2:18][C:17]3[C:12](=[CH:13][CH:14]=[CH:15][CH:16]=3)[CH:11]2[OH:19])=[CH:4][C:3]=1[NH:21][C:22]([C:24]1[N:28]2[CH:29]=[CH:30][C:31]([C:46]3[N:42]([CH3:48])[N:43]=[CH:44][CH:45]=3)=[CH:32][C:27]2=[N:26][CH:25]=1)=[O:23]. (6) Given the reactants Br[C:2]1[CH:3]=[C:4]([CH:26]=[C:27]([F:29])[CH:28]=1)[CH2:5][N:6]1[C:10](=[O:11])[N:9]([CH2:12][C@H:13]([OH:18])[C:14]([F:17])([F:16])[F:15])[C:8]([C:19]2[CH:24]=[CH:23][C:22]([Cl:25])=[CH:21][CH:20]=2)=[N:7]1.[Cl:30][C:31]1[CH:36]=[CH:35][CH:34]=[CH:33][C:32]=1B(O)O, predict the reaction product. The product is: [Cl:30][C:31]1[CH:36]=[CH:35][CH:34]=[CH:33][C:32]=1[C:2]1[CH:28]=[C:27]([F:29])[CH:26]=[C:4]([CH2:5][N:6]2[C:10](=[O:11])[N:9]([CH2:12][C@H:13]([OH:18])[C:14]([F:16])([F:17])[F:15])[C:8]([C:19]3[CH:24]=[CH:23][C:22]([Cl:25])=[CH:21][CH:20]=3)=[N:7]2)[CH:3]=1. (7) Given the reactants [Si:1]([O:18][C@@H:19]1[C@@H:23]2[O:24][C@H:25]3[CH2:49][CH2:48][C@H:47]([CH2:50][CH2:51][OH:52])[O:46][C@@H:26]3[C@H:27]([O:28][Si:29]([C:42]([CH3:45])([CH3:44])[CH3:43])([C:36]3[CH:41]=[CH:40][CH:39]=[CH:38][CH:37]=3)[C:30]3[CH:35]=[CH:34][CH:33]=[CH:32][CH:31]=3)[C@@H:22]2[O:21][C@@H:20]1[CH2:53][CH:54]([O:57][Si:58]([CH2:63][CH3:64])([CH2:61][CH3:62])[CH2:59][CH3:60])[CH:55]=[CH2:56])([C:14]([CH3:17])([CH3:16])[CH3:15])([C:8]1[CH:13]=[CH:12][CH:11]=[CH:10][CH:9]=1)[C:2]1[CH:7]=[CH:6][CH:5]=[CH:4][CH:3]=1.ClCCl.C(=O)(O)[O-].[Na+].CC(OI1(OC(C)=O)(OC(C)=O)OC(=O)C2C=CC=CC1=2)=O.S([O-])([O-])(=O)=S.[Na+].[Na+], predict the reaction product. The product is: [Si:1]([O:18][C@@H:19]1[C@@H:23]2[O:24][C@H:25]3[CH2:49][CH2:48][C@H:47]([CH2:50][CH:51]=[O:52])[O:46][C@@H:26]3[C@H:27]([O:28][Si:29]([C:42]([CH3:43])([CH3:44])[CH3:45])([C:30]3[CH:35]=[CH:34][CH:33]=[CH:32][CH:31]=3)[C:36]3[CH:41]=[CH:40][CH:39]=[CH:38][CH:37]=3)[C@@H:22]2[O:21][C@@H:20]1[CH2:53][CH:54]([O:57][Si:58]([CH2:59][CH3:60])([CH2:63][CH3:64])[CH2:61][CH3:62])[CH:55]=[CH2:56])([C:14]([CH3:16])([CH3:17])[CH3:15])([C:8]1[CH:9]=[CH:10][CH:11]=[CH:12][CH:13]=1)[C:2]1[CH:3]=[CH:4][CH:5]=[CH:6][CH:7]=1.